Dataset: NCI-60 drug combinations with 297,098 pairs across 59 cell lines. Task: Regression. Given two drug SMILES strings and cell line genomic features, predict the synergy score measuring deviation from expected non-interaction effect. (1) Drug 1: CNC(=O)C1=CC=CC=C1SC2=CC3=C(C=C2)C(=NN3)C=CC4=CC=CC=N4. Drug 2: CC1C(C(CC(O1)OC2CC(CC3=C2C(=C4C(=C3O)C(=O)C5=CC=CC=C5C4=O)O)(C(=O)C)O)N)O. Cell line: HS 578T. Synergy scores: CSS=44.7, Synergy_ZIP=5.89, Synergy_Bliss=8.39, Synergy_Loewe=-12.4, Synergy_HSA=7.34. (2) Drug 1: COC1=C(C=C2C(=C1)N=CN=C2NC3=CC(=C(C=C3)F)Cl)OCCCN4CCOCC4. Drug 2: CC(C)CN1C=NC2=C1C3=CC=CC=C3N=C2N. Cell line: OVCAR-5. Synergy scores: CSS=49.2, Synergy_ZIP=-1.70, Synergy_Bliss=-1.44, Synergy_Loewe=-3.49, Synergy_HSA=-1.43. (3) Drug 1: C1=CN(C(=O)N=C1N)C2C(C(C(O2)CO)O)O.Cl. Drug 2: CC(C)(C#N)C1=CC(=CC(=C1)CN2C=NC=N2)C(C)(C)C#N. Cell line: PC-3. Synergy scores: CSS=8.16, Synergy_ZIP=-4.10, Synergy_Bliss=0.139, Synergy_Loewe=-1.30, Synergy_HSA=0.0610. (4) Drug 1: CC(C)(C#N)C1=CC(=CC(=C1)CN2C=NC=N2)C(C)(C)C#N. Drug 2: CN(C(=O)NC(C=O)C(C(C(CO)O)O)O)N=O. Cell line: RXF 393. Synergy scores: CSS=-0.814, Synergy_ZIP=0.939, Synergy_Bliss=-0.274, Synergy_Loewe=-0.919, Synergy_HSA=-2.81.